This data is from Full USPTO retrosynthesis dataset with 1.9M reactions from patents (1976-2016). The task is: Predict the reactants needed to synthesize the given product. (1) Given the product [CH3:53][O:52][C:49]1[CH:48]=[CH:47][C:46]([CH2:45][N:35]([CH2:36][C:37]2[CH:38]=[CH:39][C:40]([O:43][CH3:44])=[CH:41][CH:42]=2)[C:33]2[N:34]=[C:29]([C:27]3[C:26]([NH:55][C:56]4[CH:57]=[N:58][C:59]([O:62][CH3:63])=[CH:60][CH:61]=4)=[N:25][CH:24]=[C:23]([CH:21]([N:14]4[CH2:15][CH:12]([S:9]([CH3:8])(=[O:11])=[O:10])[CH2:13]4)[CH3:22])[CH:28]=3)[N:30]=[C:31]([CH3:54])[N:32]=2)=[CH:51][CH:50]=1, predict the reactants needed to synthesize it. The reactants are: C(N(CC)CC)C.[CH3:8][S:9]([CH:12]1[CH2:15][NH:14][CH2:13]1)(=[O:11])=[O:10].CS(O[CH:21]([C:23]1[CH:24]=[N:25][C:26]([NH:55][C:56]2[CH:57]=[N:58][C:59]([O:62][CH3:63])=[CH:60][CH:61]=2)=[C:27]([C:29]2[N:34]=[C:33]([N:35]([CH2:45][C:46]3[CH:51]=[CH:50][C:49]([O:52][CH3:53])=[CH:48][CH:47]=3)[CH2:36][C:37]3[CH:42]=[CH:41][C:40]([O:43][CH3:44])=[CH:39][CH:38]=3)[N:32]=[C:31]([CH3:54])[N:30]=2)[CH:28]=1)[CH3:22])(=O)=O. (2) Given the product [C:1](=[O:16])([S:14][CH3:15])[O:2][O:3][CH:4]([O:8][C:9]([CH:10]1[CH2:11][CH2:22][CH2:17][CH2:18][CH2:12]1)=[O:13])[CH:5]([CH3:7])[CH3:6], predict the reactants needed to synthesize it. The reactants are: [C:1](=[O:16])([S:14][CH3:15])[O:2][O:3][CH:4]([O:8][C:9](=[O:13])[CH:10]([CH3:12])[CH3:11])[CH:5]([CH3:7])[CH3:6].[CH:17]1(C(O)=O)[CH2:22]CCC[CH2:18]1.